From a dataset of Catalyst prediction with 721,799 reactions and 888 catalyst types from USPTO. Predict which catalyst facilitates the given reaction. (1) Reactant: [C:1]([CH:3]([CH2:14][CH2:15][O:16][Si:17]([C:20]([CH3:23])([CH3:22])[CH3:21])([CH3:19])[CH3:18])[CH2:4][CH2:5][O:6][Si:7]([C:10]([CH3:13])([CH3:12])[CH3:11])([CH3:9])[CH3:8])#N.CC(C[AlH]CC(C)C)C.[OH2:33].[OH-].[Na+]. Product: [CH:1]([CH:3]([CH2:14][CH2:15][O:16][Si:17]([C:20]([CH3:23])([CH3:22])[CH3:21])([CH3:19])[CH3:18])[CH2:4][CH2:5][O:6][Si:7]([C:10]([CH3:13])([CH3:12])[CH3:11])([CH3:9])[CH3:8])=[O:33]. The catalyst class is: 11. (2) Reactant: [Cl:1][C:2]1[CH:3]=[C:4]([OH:9])[CH:5]=[C:6]([OH:8])[CH:7]=1.Br[CH2:11][CH:12]([CH3:14])[CH3:13].C([O-])([O-])=O.[K+].[K+].O. Product: [Cl:1][C:2]1[CH:7]=[C:6]([OH:8])[CH:5]=[C:4]([O:9][CH2:11][CH:12]([CH3:14])[CH3:13])[CH:3]=1. The catalyst class is: 3. (3) Reactant: [C:1]1([C:7](=[N:14][CH2:15][C:16]([O:18][CH2:19][CH3:20])=[O:17])[C:8]2[CH:13]=[CH:12][CH:11]=[CH:10][CH:9]=2)[CH:6]=[CH:5][CH:4]=[CH:3][CH:2]=1.Br[C:22]1[CH:27]=[CH:26][C:25]([O:28][C:29]([F:32])([F:31])[F:30])=[C:24]([F:33])[CH:23]=1.P([O-])([O-])([O-])=O.[K+].[K+].[K+]. Product: [C:1]1([C:7](=[N:14][CH:15]([C:22]2[CH:27]=[CH:26][C:25]([O:28][C:29]([F:31])([F:32])[F:30])=[C:24]([F:33])[CH:23]=2)[C:16]([O:18][CH2:19][CH3:20])=[O:17])[C:8]2[CH:9]=[CH:10][CH:11]=[CH:12][CH:13]=2)[CH:2]=[CH:3][CH:4]=[CH:5][CH:6]=1. The catalyst class is: 11. (4) Reactant: C([Li])CCC.[Cl:6][C:7]1[C:8]2[N:9]([C:13]([CH:16]3[CH2:21][CH2:20][O:19][CH2:18][CH2:17]3)=[N:14][CH:15]=2)[CH:10]=[CH:11][N:12]=1.[Cl:22]C(Cl)(Cl)C(Cl)(Cl)Cl. Product: [Cl:22][C:10]1[N:9]2[C:13]([CH:16]3[CH2:21][CH2:20][O:19][CH2:18][CH2:17]3)=[N:14][CH:15]=[C:8]2[C:7]([Cl:6])=[N:12][CH:11]=1. The catalyst class is: 1. (5) Reactant: [Cl-].[Al+3].[Cl-].[Cl-].[F:5][C:6]1[CH:7]=[CH:8][CH:9]=[C:10]2[C:14]=1[C:13](=[O:15])[CH2:12][CH2:11]2.[Br:16]Br.Cl. Product: [Br:16][C:9]1[CH:8]=[CH:7][C:6]([F:5])=[C:14]2[C:10]=1[CH2:11][CH2:12][C:13]2=[O:15]. The catalyst class is: 68. (6) Reactant: Cl[C:2]1[N:7]=[C:6]([C:8]2[N:13]=[CH:12][N:11]=[C:10]([NH:14][CH:15]3[CH2:20][CH2:19][O:18][CH2:17][CH2:16]3)[N:9]=2)[CH:5]=[CH:4][N:3]=1.[Cl:21][C:22]1[CH:28]=[CH:27][CH:26]=[C:25]([CH3:29])[C:23]=1[NH2:24].C(=O)([O-])[O-].[Cs+].[Cs+]. Product: [Cl:21][C:22]1[CH:28]=[CH:27][CH:26]=[C:25]([CH3:29])[C:23]=1[NH:24][C:2]1[N:7]=[C:6]([C:8]2[N:13]=[CH:12][N:11]=[C:10]([NH:14][CH:15]3[CH2:20][CH2:19][O:18][CH2:17][CH2:16]3)[N:9]=2)[CH:5]=[CH:4][N:3]=1. The catalyst class is: 101. (7) Reactant: Cl.Cl.Cl.Cl.[F:5][C:6]1[CH:11]=[CH:10][C:9]([CH:12]([CH:20]2[CH2:25][CH2:24][N:23](C(C)C)[CH2:22][CH2:21]2)[CH2:13][N:14]2[CH2:19][CH2:18][NH:17][CH2:16][CH2:15]2)=[CH:8][CH:7]=1.[C:29]([C:32]1[CH:37]=[CH:36][CH:35]=[CH:34][C:33]=1[C:38]1[CH:43]=[CH:42][C:41]([F:44])=[CH:40][CH:39]=1)(=[O:31])[CH3:30].Cl.O1CCO[CH2:47]1.[C:51]1(C)[CH:56]=CC=C[CH:52]=1. Product: [F:5][C:6]1[CH:7]=[CH:8][C:9]([CH:12]([C:20]2([CH:51]([CH3:56])[CH3:52])[CH2:25][CH2:24][NH:23][CH2:22][CH2:21]2)[CH2:13][N:14]2[CH2:19][CH2:18][N:17]([CH2:47][CH2:30][C:29]([C:32]3[CH:37]=[CH:36][CH:35]=[CH:34][C:33]=3[C:38]3[CH:39]=[CH:40][C:41]([F:44])=[CH:42][CH:43]=3)=[O:31])[CH2:16][CH2:15]2)=[CH:10][CH:11]=1. The catalyst class is: 831.